From a dataset of Forward reaction prediction with 1.9M reactions from USPTO patents (1976-2016). Predict the product of the given reaction. (1) Given the reactants [C:1]1([S:7]([C:10]2([C:19]#[N:20])[CH2:18][C:17]3[C:12](=[CH:13][CH:14]=[CH:15][CH:16]=3)[CH2:11]2)(=[O:9])=[O:8])[CH:6]=[CH:5][CH:4]=[CH:3][CH:2]=1.[H-].[Al+3].[Li+].[H-].[H-].[H-], predict the reaction product. The product is: [C:1]1([S:7]([C:10]2([CH2:19][NH2:20])[CH2:11][C:12]3[C:17](=[CH:16][CH:15]=[CH:14][CH:13]=3)[CH2:18]2)(=[O:9])=[O:8])[CH:2]=[CH:3][CH:4]=[CH:5][CH:6]=1. (2) Given the reactants Cl.Cl.[NH2:3][C:4]1[CH:5]=[CH:6][C:7]([N:11]2[CH2:16][CH2:15][CH2:14][C@@H:13]([C:17]([N:19]3[CH2:23][CH2:22][CH2:21][CH2:20]3)=[O:18])[CH2:12]2)=[N:8][C:9]=1[NH2:10].[CH3:24][S:25][C:26]1[CH:27]=[N:28][N:29]([C:31]2([C:34](=N)OCC)[CH2:33][CH2:32]2)[CH:30]=1.C(O)(=O)C.C(N(CC)CC)C, predict the reaction product. The product is: [CH3:24][S:25][C:26]1[CH:27]=[N:28][N:29]([C:31]2([C:34]3[NH:10][C:9]4=[N:8][C:7]([N:11]5[CH2:16][CH2:15][CH2:14][C@@H:13]([C:17]([N:19]6[CH2:23][CH2:22][CH2:21][CH2:20]6)=[O:18])[CH2:12]5)=[CH:6][CH:5]=[C:4]4[N:3]=3)[CH2:32][CH2:33]2)[CH:30]=1. (3) Given the reactants Cl[C:2]([O:4][C:5]1[CH:10]=[CH:9][CH:8]=[CH:7][CH:6]=1)=[O:3].[CH:11]([C:14]1[CH:18]=[C:17]([NH2:19])[N:16]([C:20]2[CH:25]=[CH:24][C:23]([CH3:26])=[CH:22][CH:21]=2)[N:15]=1)([CH3:13])[CH3:12].C([O-])(O)=O.[Na+], predict the reaction product. The product is: [CH:11]([C:14]1[CH:18]=[C:17]([NH:19][C:2](=[O:3])[O:4][C:5]2[CH:10]=[CH:9][CH:8]=[CH:7][CH:6]=2)[N:16]([C:20]2[CH:21]=[CH:22][C:23]([CH3:26])=[CH:24][CH:25]=2)[N:15]=1)([CH3:13])[CH3:12].